The task is: Predict the product of the given reaction.. This data is from Forward reaction prediction with 1.9M reactions from USPTO patents (1976-2016). (1) The product is: [NH2:25][CH2:24][CH2:23][NH:22][C:11]1[CH:12]=[CH:13][C:14]([CH2:15][N:16]2[CH2:17][CH2:18][O:19][CH2:20][CH2:21]2)=[C:9]([C:3]2[CH:4]=[CH:5][C:6]([Cl:8])=[CH:7][C:2]=2[Cl:1])[CH:10]=1. Given the reactants [Cl:1][C:2]1[CH:7]=[C:6]([Cl:8])[CH:5]=[CH:4][C:3]=1[C:9]1[CH:10]=[C:11]([NH:22][CH2:23][CH2:24][NH:25]C(OC(C)(C)C)=O)[CH:12]=[CH:13][C:14]=1[CH2:15][N:16]1[CH2:21][CH2:20][O:19][CH2:18][CH2:17]1.Cl, predict the reaction product. (2) Given the reactants [N:1]1[CH:6]=[CH:5][C:4](B(O)O)=[CH:3][CH:2]=1.Br[C:11]1[CH:12]=[C:13]2[C:17](=[CH:18][C:19]=1[Cl:20])[N:16]([CH2:21][O:22][CH2:23][CH2:24][Si:25]([CH3:28])([CH3:27])[CH3:26])[N:15]=[C:14]2[NH:29][C:30](=[O:34])[CH2:31][CH2:32][CH3:33].C(=O)([O-])[O-].[Na+].[Na+], predict the reaction product. The product is: [Cl:20][C:19]1[CH:18]=[C:17]2[C:13]([C:14]([NH:29][C:30](=[O:34])[CH2:31][CH2:32][CH3:33])=[N:15][N:16]2[CH2:21][O:22][CH2:23][CH2:24][Si:25]([CH3:28])([CH3:26])[CH3:27])=[CH:12][C:11]=1[C:4]1[CH:5]=[CH:6][N:1]=[CH:2][CH:3]=1. (3) Given the reactants [CH3:1][CH:2]1[CH2:6][CH2:5][O:4][C:3]1=O.S(Cl)(Cl)=O.[CH2:12]([N:19]1[CH2:24][CH2:23][N:22]([NH2:25])[CH2:21][CH2:20]1)[C:13]1[CH:18]=[CH:17][CH:16]=[CH:15][CH:14]=1.[H-].[Na+], predict the reaction product. The product is: [CH2:12]([N:19]1[CH2:20][CH2:21][N:22]([N:25]2[CH2:5][CH2:6][CH:2]([CH3:1])[C:3]2=[O:4])[CH2:23][CH2:24]1)[C:13]1[CH:14]=[CH:15][CH:16]=[CH:17][CH:18]=1. (4) Given the reactants [NH2:1][C:2]1[CH:3]=[C:4]([C:8](=[O:19])/[CH:9]=[CH:10]/[C:11]2[CH:16]=[CH:15][C:14]([O:17][CH3:18])=[CH:13][CH:12]=2)[CH:5]=[CH:6][CH:7]=1.[Cl:20][C:21]1[CH:22]=[C:23]2[C:32](=[CH:33][CH:34]=1)[C:31](Cl)=[C:30]1[C:25]([CH:26]=[CH:27][C:28]([O:36][CH3:37])=[CH:29]1)=[N:24]2.Cl.COC1C=CC(C=O)=CC=1.[OH-].[Na+], predict the reaction product. The product is: [Cl:20][C:21]1[CH:22]=[C:23]2[C:32](=[CH:33][CH:34]=1)[C:31]([NH:1][C:2]1[CH:3]=[C:4]([C:8](=[O:19])[CH:9]=[CH:10][C:11]3[CH:12]=[CH:13][C:14]([O:17][CH3:18])=[CH:15][CH:16]=3)[CH:5]=[CH:6][CH:7]=1)=[C:30]1[C:25]([CH:26]=[CH:27][C:28]([O:36][CH3:37])=[CH:29]1)=[N:24]2. (5) Given the reactants [O:1]1[CH2:6][CH:5]=[C:4](B2OC(C)(C)C(C)(C)O2)[CH2:3][CH2:2]1.[NH2:16][C:17]1[O:18][CH2:19][C@:20]2([N:37]=1)[C:33]1[CH:32]=[C:31]([OH:34])[C:30]([F:35])=[CH:29][C:28]=1[O:27][C:26]1[C:21]2=[CH:22][C:23](Br)=[CH:24][CH:25]=1.P([O-])([O-])([O-])=O.[K+].[K+].[K+], predict the reaction product. The product is: [NH2:16][C:17]1[O:18][CH2:19][C@:20]2([N:37]=1)[C:33]1[CH:32]=[C:31]([OH:34])[C:30]([F:35])=[CH:29][C:28]=1[O:27][C:26]1[C:21]2=[CH:22][C:23]([C:4]2[CH2:3][CH2:2][O:1][CH2:6][CH:5]=2)=[CH:24][CH:25]=1. (6) Given the reactants [CH3:1][C:2]([NH:4][C:5]1[CH:10]=[CH:9][C:8]([NH2:11])=[CH:7][CH:6]=1)=[O:3].[C:12]([O:18][CH3:19])(=[O:17])[CH2:13][C:14]([CH3:16])=O, predict the reaction product. The product is: [C:2]([NH:4][C:5]1[CH:10]=[CH:9][C:8]([NH:11][C:14]([CH3:16])=[CH:13][C:12]([O:18][CH3:19])=[O:17])=[CH:7][CH:6]=1)(=[O:3])[CH3:1]. (7) Given the reactants C1CCC(N=C=NC2CCCCC2)CC1.[N+:16]([C:19]1[CH:24]=[C:23]([Cl:25])[C:22](Cl)=[CH:21][C:20]=1[CH2:27][C:28]([N:30]([CH3:49])[C@@H:31]1[C:40]2[C:35](=[CH:36][CH:37]=[C:38]([N+:41]([O-:43])=[O:42])[CH:39]=2)CC[C@H:32]1[N:44]1[CH2:48][CH2:47][CH2:46][CH2:45]1)=[O:29])([O-:18])=[O:17].[N+](C1C=CC=CC=1CC(O)=O)([O-])=O.N1C=CC=CC=1.Cl.O(CC)CC.Cl, predict the reaction product. The product is: [N+:16]([C:19]1[CH:24]=[CH:23][CH:22]=[CH:21][C:20]=1[CH2:27][C:28]([N:30]([CH3:49])[C@@H:31]([C:40]1[CH:35]=[CH:36][CH:37]=[C:38]([N+:41]([O-:43])=[O:42])[CH:39]=1)[CH2:32][N:44]1[CH2:45][CH2:46][CH2:47][CH2:48]1)=[O:29])([O-:18])=[O:17].[ClH:25].